Dataset: Reaction yield outcomes from USPTO patents with 853,638 reactions. Task: Predict the reaction yield, written as a fraction of the theoretical maximum amount of product (1.0 means a 100% yield; for example, 0.34 means a 34% yield). (1) The reactants are [C:1]([O:5][C:6]([NH:8][C:9]1[S:10][CH:11]=[C:12](/[C:14](=[N:28]/[O:29][C:30]([CH3:39])([CH3:38])[C:31]([O:33][C:34]([CH3:37])([CH3:36])[CH3:35])=[O:32])/[C:15]([NH:17][C@@H:18]2[C:21](=[O:22])[NH:20][C@@H:19]2[CH2:23][NH:24][CH2:25][CH2:26][OH:27])=[O:16])[N:13]=1)=[O:7])([CH3:4])([CH3:3])[CH3:2].C1N=CN([C:45](N2C=NC=C2)=[O:46])C=1. The catalyst is C(Cl)(Cl)Cl.CCOC(C)=O. The product is [C:1]([O:5][C:6]([NH:8][C:9]1[S:10][CH:11]=[C:12](/[C:14](=[N:28]/[O:29][C:30]([CH3:39])([CH3:38])[C:31]([O:33][C:34]([CH3:37])([CH3:36])[CH3:35])=[O:32])/[C:15](=[O:16])[NH:17][C@H:18]2[C@@H:19]([CH2:23][N:24]3[CH2:25][CH2:26][O:27][C:45]3=[O:46])[NH:20][C:21]2=[O:22])[N:13]=1)=[O:7])([CH3:3])([CH3:4])[CH3:2]. The yield is 0.950. (2) The reactants are [CH3:1][NH2:2].[CH3:3][O:4][C:5]1[CH:6]=[C:7]([CH:11]=[CH:12][CH:13]=1)[CH2:8][CH2:9]Br. The catalyst is C1COCC1. The product is [CH3:3][O:4][C:5]1[CH:6]=[C:7]([CH2:8][CH2:9][NH:2][CH3:1])[CH:11]=[CH:12][CH:13]=1. The yield is 0.880. (3) No catalyst specified. The yield is 0.0700. The product is [CH2:12]([O:19][C:20]1[CH:21]=[C:22]([CH:28]=[CH:29][CH:30]=1)[O:23][CH2:24][C:25]([C:10]1[O:11][C:7]([C:2]2[CH:3]=[CH:4][CH:5]=[CH:6][N:1]=2)=[CH:8][N:9]=1)=[O:26])[C:13]1[CH:14]=[CH:15][CH:16]=[CH:17][CH:18]=1. The reactants are [N:1]1[CH:6]=[CH:5][CH:4]=[CH:3][C:2]=1[C:7]1[O:11][CH:10]=[N:9][CH:8]=1.[CH2:12]([O:19][C:20]1[CH:21]=[C:22]([CH:28]=[CH:29][CH:30]=1)[O:23][CH2:24][C:25](O)=[O:26])[C:13]1[CH:18]=[CH:17][CH:16]=[CH:15][CH:14]=1.